Dataset: Forward reaction prediction with 1.9M reactions from USPTO patents (1976-2016). Task: Predict the product of the given reaction. (1) Given the reactants [C:1]([C:3]1[CH:8]=[C:7]([C:9]2[CH:14]=[CH:13][C:12]([C:15]([F:18])([F:17])[F:16])=[CH:11][CH:10]=2)[N:6]=[CH:5][C:4]=1[C:19]([O:21][CH3:22])=[O:20])#[N:2].[ClH:23], predict the reaction product. The product is: [ClH:23].[NH2:2][CH2:1][C:3]1[CH:8]=[C:7]([C:9]2[CH:10]=[CH:11][C:12]([C:15]([F:17])([F:18])[F:16])=[CH:13][CH:14]=2)[N:6]=[CH:5][C:4]=1[C:19]([O:21][CH3:22])=[O:20]. (2) Given the reactants C([Si]([O:8][CH2:9][C:10]1([CH2:13][O:14][C:15]2[CH:20]=[CH:19][C:18]([O:21][CH3:22])=[CH:17][CH:16]=2)[CH2:12][CH2:11]1)(C)C)(C)(C)C.[F-].C([N+](CCCC)(CCCC)CCCC)CCC, predict the reaction product. The product is: [CH3:22][O:21][C:18]1[CH:19]=[CH:20][C:15]([O:14][CH2:13][C:10]2([CH2:9][OH:8])[CH2:11][CH2:12]2)=[CH:16][CH:17]=1. (3) Given the reactants [CH:1]([C@@H:5]([C:8](=[O:88])[NH:9][C@@H:10]([CH2:84][CH:85]([CH3:87])[CH3:86])[C:11](=[O:83])[N:12]([CH3:82])[C@@H:13]([CH2:78][CH:79]([CH3:81])[CH3:80])[C:14](=[O:77])[NH:15][C@@H:16]([CH3:76])[C:17](=[O:75])[NH:18][C@H:19]([CH3:74])[C:20](=[O:73])[N:21]([CH3:72])[C@@H:22]([CH2:68][CH:69]([CH3:71])[CH3:70])[C:23](=[O:67])[NH:24][C@@H:25]([CH2:63][CH:64]([CH3:66])[CH3:65])[C:26](=[O:62])[N:27]([CH3:61])[C@@H:28]([CH:58]([CH3:60])[CH3:59])[C:29](=[O:57])[N:30]([CH3:56])[C@@H:31]([C@H:48]([OH:55])[C@H:49]([CH3:54])[CH2:50]/[CH:51]=[CH:52]/[CH3:53])[C:32](=[O:47])[NH:33][C@@H:34]([C@H:44]([OH:46])[CH3:45])[C:35](=[O:43])[N:36]([CH3:42])[CH2:37][C:38]([O:40]C)=[O:39])[NH:6][CH3:7])([CH2:3][CH3:4])[CH3:2].[Li+].[OH-].C(O)(=O)CC(CC(O)=O)(C(O)=O)O, predict the reaction product. The product is: [CH:1]([C@@H:5]([C:8](=[O:88])[NH:9][C@@H:10]([CH2:84][CH:85]([CH3:87])[CH3:86])[C:11](=[O:83])[N:12]([CH3:82])[C@@H:13]([CH2:78][CH:79]([CH3:81])[CH3:80])[C:14](=[O:77])[NH:15][C@@H:16]([CH3:76])[C:17](=[O:75])[NH:18][C@H:19]([CH3:74])[C:20](=[O:73])[N:21]([CH3:72])[C@@H:22]([CH2:68][CH:69]([CH3:70])[CH3:71])[C:23](=[O:67])[NH:24][C@@H:25]([CH2:63][CH:64]([CH3:65])[CH3:66])[C:26](=[O:62])[N:27]([CH3:61])[C@@H:28]([CH:58]([CH3:59])[CH3:60])[C:29](=[O:57])[N:30]([CH3:56])[C@@H:31]([C@H:48]([OH:55])[C@H:49]([CH3:54])[CH2:50]/[CH:51]=[CH:52]/[CH3:53])[C:32](=[O:47])[NH:33][C@@H:34]([C@H:44]([OH:46])[CH3:45])[C:35](=[O:43])[N:36]([CH3:42])[CH2:37][C:38]([OH:40])=[O:39])[NH:6][CH3:7])([CH2:3][CH3:4])[CH3:2]. (4) Given the reactants [NH2:1][C:2]1[S:3][C:4]([C:7]2[CH:16]=[CH:15][C:14]3[C:9](=[CH:10][CH:11]=[CH:12][CH:13]=3)[CH:8]=2)=[N:5][N:6]=1.[C:17]1(=[O:27])[O:22][C:20](=[O:21])[C:19]2=[CH:23][CH:24]=[CH:25][CH:26]=[C:18]12, predict the reaction product. The product is: [CH:8]1[C:9]2[C:14](=[CH:13][CH:12]=[CH:11][CH:10]=2)[CH:15]=[CH:16][C:7]=1[C:4]1[S:3][C:2]([NH:1][C:17]([C:18]2[CH:26]=[CH:25][CH:24]=[CH:23][C:19]=2[C:20]([OH:22])=[O:21])=[O:27])=[N:6][N:5]=1. (5) The product is: [CH3:47][O:48][C:49]1[C:50]2[N:63]=[C:62]([NH:64][C:11](=[O:13])[C:10]3[CH:9]=[CH:8][C:7]([N:1]4[CH2:2][CH2:3][O:4][CH2:5][CH2:6]4)=[CH:15][CH:14]=3)[S:61][C:51]=2[C:52]([N:55]2[CH2:56][CH2:57][O:58][CH2:59][CH2:60]2)=[N:53][CH:54]=1. Given the reactants [N:1]1([C:7]2[CH:15]=[CH:14][C:10]([C:11]([OH:13])=O)=[CH:9][CH:8]=2)[CH2:6][CH2:5][O:4][CH2:3][CH2:2]1.CN(C(ON1N=NC2C=CC=NC1=2)=[N+](C)C)C.F[P-](F)(F)(F)(F)F.CN1CCOCC1.[CH3:47][O:48][C:49]1[C:50]2[N:63]=[C:62]([NH2:64])[S:61][C:51]=2[C:52]([N:55]2[CH2:60][CH2:59][O:58][CH2:57][CH2:56]2)=[N:53][CH:54]=1, predict the reaction product.